Dataset: Full USPTO retrosynthesis dataset with 1.9M reactions from patents (1976-2016). Task: Predict the reactants needed to synthesize the given product. Given the product [Cl:1][C:2]1[CH:3]=[CH:4][C:5]([C:8]2[N:9]([CH2:23][C@H:24]([OH:29])[C:25]([F:26])([F:28])[F:27])[C:10](=[O:22])[N:11]([CH2:13][C:14]3[N:18]=[C:17]([CH:19]([OH:21])[CH3:20])[N:16]([C:35]4[CH:34]=[CH:33][CH:32]=[C:31]([Cl:30])[CH:36]=4)[N:15]=3)[N:12]=2)=[CH:6][CH:7]=1, predict the reactants needed to synthesize it. The reactants are: [Cl:1][C:2]1[CH:7]=[CH:6][C:5]([C:8]2[N:9]([CH2:23][C@H:24]([OH:29])[C:25]([F:28])([F:27])[F:26])[C:10](=[O:22])[N:11]([CH2:13][C:14]3[N:18]=[C:17]([CH:19]([OH:21])[CH3:20])[NH:16][N:15]=3)[N:12]=2)=[CH:4][CH:3]=1.[Cl:30][C:31]1[CH:32]=[C:33](B(O)O)[CH:34]=[CH:35][CH:36]=1.B(O)O.